Task: Predict the reaction yield, written as a fraction of the theoretical maximum amount of product (1.0 means a 100% yield; for example, 0.34 means a 34% yield).. Dataset: Reaction yield outcomes from USPTO patents with 853,638 reactions (1) The reactants are Br[C:2]1[C:6]([CH3:7])=[CH:5][S:4][CH:3]=1.[CH:8]([C:10]1[CH:15]=[CH:14][CH:13]=[CH:12][C:11]=1B(O)O)=[O:9].C(#N)C.C(=O)([O-])[O-].[Na+].[Na+]. The catalyst is Cl[Pd](Cl)([P](C1C=CC=CC=1)(C1C=CC=CC=1)C1C=CC=CC=1)[P](C1C=CC=CC=1)(C1C=CC=CC=1)C1C=CC=CC=1.C(OCC)(=O)C. The product is [CH3:7][C:6]1[C:2]([C:11]2[CH:12]=[CH:13][CH:14]=[CH:15][C:10]=2[CH:8]=[O:9])=[CH:3][S:4][CH:5]=1. The yield is 0.780. (2) The reactants are [OH-].[Na+].Cl[C:4]1[N:9]=[C:8](Cl)[N:7]=[C:6](Cl)[N:5]=1.[CH2:12]([NH2:15])[CH2:13][CH3:14]. The catalyst is CC(C)=O.O. The product is [CH2:12]([NH:15][C:4]1[N:9]=[C:8]([NH:15][CH2:12][CH2:13][CH3:14])[N:7]=[CH:6][N:5]=1)[CH2:13][CH3:14]. The yield is 0.900. (3) The reactants are [NH2:1][C:2]1[N:7]=[CH:6][N:5]=[C:4]2[N:8]([CH2:12][C@H:13]3[CH2:17][CH2:16][CH2:15][N:14]3[C:18]([O:20][C:21]([CH3:24])([CH3:23])[CH3:22])=[O:19])[N:9]=[C:10](I)[C:3]=12.[F:25][C:26]1[CH:27]=[C:28]([CH:45]=[C:46]([F:48])[CH:47]=1)[O:29][C:30]1[CH:35]=[CH:34][C:33](B2OC(C)(C)C(C)(C)O2)=[CH:32][CH:31]=1.O1CCOCC1.C(=O)([O-])[O-].[Na+].[Na+]. The catalyst is O. The product is [NH2:1][C:2]1[N:7]=[CH:6][N:5]=[C:4]2[N:8]([CH2:12][C@H:13]3[CH2:17][CH2:16][CH2:15][N:14]3[C:18]([O:20][C:21]([CH3:24])([CH3:23])[CH3:22])=[O:19])[N:9]=[C:10]([C:33]3[CH:32]=[CH:31][C:30]([O:29][C:28]4[CH:45]=[C:46]([F:48])[CH:47]=[C:26]([F:25])[CH:27]=4)=[CH:35][CH:34]=3)[C:3]=12. The yield is 0.810. (4) The reactants are [S:1]1[C:5]2[CH:6]=[CH:7][CH:8]=[CH:9][C:4]=2[N:3]=[C:2]1[NH2:10].[CH3:11][I:12]. No catalyst specified. The product is [IH:12].[CH3:11][N:3]1[C:4]2[CH:9]=[CH:8][CH:7]=[CH:6][C:5]=2[S:1][C:2]1=[NH:10]. The yield is 0.600. (5) The reactants are [CH:1]([N:4]1[CH:9]=[CH:8][C:7]([C:10]([O:12]C)=[O:11])=[CH:6][C:5]1=[O:14])([CH3:3])[CH3:2].[OH-].[Li+].O1CCCC1.CO. The catalyst is O. The product is [CH:1]([N:4]1[CH:9]=[CH:8][C:7]([C:10]([OH:12])=[O:11])=[CH:6][C:5]1=[O:14])([CH3:3])[CH3:2]. The yield is 0.720. (6) The reactants are [NH2:1][C:2]1[CH:7]=[C:6]([OH:8])[CH:5]=[CH:4][C:3]=1[NH:9][C:10](=[O:22])[CH2:11][O:12][C:13]1[CH:18]=[CH:17][CH:16]=[C:15]([O:19][CH2:20][CH3:21])[CH:14]=1.[CH:23](=O)[CH:24]([CH3:26])[CH3:25].[BH3-]C#N.[Na+].NC1C=CC=CC=1. The catalyst is CCOC(C)=O.[Cl-].[Cl-].[Zn+2].[BH3-]C#N.[Na+].[Cl-].[Cl-].[Zn+2].CO.C1COCC1. The product is [CH2:20]([O:19][C:15]1[CH:14]=[C:13]([CH:18]=[CH:17][CH:16]=1)[O:12][CH2:11][C:10]([NH:9][C:3]1[CH:4]=[CH:5][C:6]([OH:8])=[CH:7][C:2]=1[NH:1][CH2:23][CH:24]([CH3:26])[CH3:25])=[O:22])[CH3:21]. The yield is 0.850. (7) The reactants are [NH2:1][C:2]1[N:7]=[C:6]([NH2:8])[C:5]([O:9][C:10]2[C:11]([CH:21]([CH3:23])[CH3:22])=[CH:12][C:13]([O:19][CH3:20])=[C:14]([CH:18]=2)[C:15]([NH2:17])=[S:16])=[CH:4][N:3]=1.C([O-])(O)=O.[Na+].[CH3:29][C:30](O)=O. The catalyst is C(OC(OCC)CBr)C.CC1C=CC(S(O)(=O)=O)=CC=1. The product is [CH:21]([C:11]1[CH:12]=[C:13]([O:19][CH3:20])[C:14]([C:15]2[S:16][CH:29]=[CH:30][N:17]=2)=[CH:18][C:10]=1[O:9][C:5]1[C:6]([NH2:8])=[N:7][C:2]([NH2:1])=[N:3][CH:4]=1)([CH3:23])[CH3:22]. The yield is 0.280. (8) The reactants are Br[C:2]1[CH:3]=[C:4]2[C:13](=[CH:14][C:15]=1[CH3:16])[C:12]1[N:8]([CH:9]=[C:10]([C:17]3[N:21]([CH:22]([CH3:24])[CH3:23])[N:20]=[CH:19][N:18]=3)[N:11]=1)[CH2:7][CH2:6][O:5]2.C([Sn](CCCC)(CCCC)[C:30]([O:32][CH2:33][CH3:34])=[CH2:31])CCC.[Li+].[Cl-].[F-].[K+]. The catalyst is C1COCC1.C1C=CC([P]([Pd]([P](C2C=CC=CC=2)(C2C=CC=CC=2)C2C=CC=CC=2)([P](C2C=CC=CC=2)(C2C=CC=CC=2)C2C=CC=CC=2)[P](C2C=CC=CC=2)(C2C=CC=CC=2)C2C=CC=CC=2)(C2C=CC=CC=2)C2C=CC=CC=2)=CC=1. The product is [CH2:33]([O:32][C:30]([C:2]1[CH:3]=[C:4]2[C:13](=[CH:14][C:15]=1[CH3:16])[C:12]1[N:8]([CH:9]=[C:10]([C:17]3[N:21]([CH:22]([CH3:24])[CH3:23])[N:20]=[CH:19][N:18]=3)[N:11]=1)[CH2:7][CH2:6][O:5]2)=[CH2:31])[CH3:34]. The yield is 0.680.